The task is: Predict the reactants needed to synthesize the given product.. This data is from Full USPTO retrosynthesis dataset with 1.9M reactions from patents (1976-2016). (1) Given the product [Cl:25][C:26]1[CH:31]=[CH:30][C:29]([C:32]2[O:33][C:34]([CH:37]3[CH2:42][CH2:41][N:40]([C:15](=[O:17])[CH2:14][CH2:13][CH2:12][C:4]4[NH:3][C:2](=[O:1])[C:11]5[C:6](=[CH:7][CH:8]=[CH:9][CH:10]=5)[N:5]=4)[CH2:39][CH2:38]3)=[N:35][N:36]=2)=[CH:28][CH:27]=1, predict the reactants needed to synthesize it. The reactants are: [O:1]=[C:2]1[C:11]2[C:6](=[CH:7][CH:8]=[CH:9][CH:10]=2)[N:5]=[C:4]([CH2:12][CH2:13][CH2:14][C:15]([OH:17])=O)[NH:3]1.FC(F)(F)C(O)=O.[Cl:25][C:26]1[CH:31]=[CH:30][C:29]([C:32]2[O:33][C:34]([CH:37]3[CH2:42][CH2:41][NH:40][CH2:39][CH2:38]3)=[N:35][N:36]=2)=[CH:28][CH:27]=1. (2) Given the product [CH2:1]1[C:9]2[C:4](=[CH:5][C:6]([NH:10][C:11]([N:15]([CH3:14])[O:16][CH2:17][C:18]([OH:20])=[O:19])=[S:12])=[CH:7][CH:8]=2)[CH2:3][CH2:2]1, predict the reactants needed to synthesize it. The reactants are: [CH2:1]1[C:9]2[C:4](=[CH:5][C:6]([N:10]=[C:11]=[S:12])=[CH:7][CH:8]=2)[CH2:3][CH2:2]1.Cl.[CH3:14][NH:15][O:16][CH2:17][C:18]([OH:20])=[O:19].C(N(CC)CC)C.